From a dataset of Forward reaction prediction with 1.9M reactions from USPTO patents (1976-2016). Predict the product of the given reaction. (1) Given the reactants [F:1][C:2]1[CH:7]=[CH:6][CH:5]=[C:4]([CH2:8][N:9]2[CH2:14][CH2:13][NH:12][CH2:11][CH2:10]2)[C:3]=1[N:15]1[CH2:20][CH2:19][O:18][CH2:17][CH2:16]1.[C:21](=O)([O:30]N1C(=O)CCC1=O)[O:22][N:23]1[C:27](=[O:28])[CH2:26][CH2:25][C:24]1=[O:29].ClCCl.C(N(CC)C(C)C)(C)C, predict the reaction product. The product is: [F:1][C:2]1[C:3]([N:15]2[CH2:20][CH2:19][O:18][CH2:17][CH2:16]2)=[C:4]([CH2:8][N:9]2[CH2:14][CH2:13][N:12]([C:21]([O:22][N:23]3[C:27](=[O:28])[CH2:26][CH2:25][C:24]3=[O:29])=[O:30])[CH2:11][CH2:10]2)[CH:5]=[CH:6][CH:7]=1. (2) Given the reactants C([O:3][C:4](=[O:47])[CH2:5][CH2:6][C:7]([N:9]([CH2:13][C@H:14]1[N:19]([C:20]([C:22]2[CH:26]=[C:25]([CH3:27])[N:24]([C:28]3[CH:33]=[CH:32][CH:31]=[CH:30][CH:29]=3)[C:23]=2[C:34]2[CH:39]=[CH:38][CH:37]=[CH:36][CH:35]=2)=[O:21])[CH2:18][CH2:17][N:16]([C:40]([O:42][C:43]([CH3:46])([CH3:45])[CH3:44])=[O:41])[CH2:15]1)[CH:10]([CH3:12])[CH3:11])=[O:8])C.[OH-].[Li+].C(O)(=O)CC(CC(O)=O)(C(O)=O)O, predict the reaction product. The product is: [C:43]([O:42][C:40]([N:16]1[CH2:17][CH2:18][N:19]([C:20]([C:22]2[CH:26]=[C:25]([CH3:27])[N:24]([C:28]3[CH:33]=[CH:32][CH:31]=[CH:30][CH:29]=3)[C:23]=2[C:34]2[CH:39]=[CH:38][CH:37]=[CH:36][CH:35]=2)=[O:21])[C@H:14]([CH2:13][N:9]([CH:10]([CH3:12])[CH3:11])[C:7](=[O:8])[CH2:6][CH2:5][C:4]([OH:47])=[O:3])[CH2:15]1)=[O:41])([CH3:46])([CH3:45])[CH3:44]. (3) Given the reactants [CH3:1][O:2][C:3]1[CH:4]=[C:5]([NH:15][C:16]2[N:21]=[C:20]([CH:22]=[O:23])[CH:19]=[C:18]([CH2:24][O:25][CH2:26][C:27]([F:30])([F:29])[F:28])[N:17]=2)[CH:6]=[CH:7][C:8]=1[N:9]1[CH:13]=[C:12]([CH3:14])[N:11]=[CH:10]1.C(=O)([O-])[O-].[K+].[K+].[F:37][C:38]([Si](C)(C)C)([F:40])[F:39], predict the reaction product. The product is: [F:37][C:38]([F:40])([F:39])[CH:22]([C:20]1[CH:19]=[C:18]([CH2:24][O:25][CH2:26][C:27]([F:29])([F:30])[F:28])[N:17]=[C:16]([NH:15][C:5]2[CH:6]=[CH:7][C:8]([N:9]3[CH:13]=[C:12]([CH3:14])[N:11]=[CH:10]3)=[C:3]([O:2][CH3:1])[CH:4]=2)[N:21]=1)[OH:23]. (4) Given the reactants [CH3:1][O:2][C:3]([C:5]1[S:9][C:8]2[CH:10]=[C:11]([Cl:14])[CH:12]=[CH:13][C:7]=2[C:6]=1[OH:15])=[O:4].C([O-])([O-])=O.[K+].[K+].Br[CH2:23][C:24]([O:26][C:27]([CH3:30])([CH3:29])[CH3:28])=[O:25].O, predict the reaction product. The product is: [CH3:1][O:2][C:3]([C:5]1[S:9][C:8]2[CH:10]=[C:11]([Cl:14])[CH:12]=[CH:13][C:7]=2[C:6]=1[O:15][CH2:23][C:24]([O:26][C:27]([CH3:30])([CH3:29])[CH3:28])=[O:25])=[O:4]. (5) Given the reactants [CH:1]([C@@H:4]1[CH2:8][C@@H:7]([C@@H:9]([N:41]=[N+:42]=[N-:43])[CH2:10][C@@H:11]([CH:38]([CH3:40])[CH3:39])[CH:12]([OH:37])[C:13]2[CH:18]=[CH:17][C:16]([O:19][CH2:20][CH2:21][CH2:22][O:23][CH2:24][C:25]3[CH:30]=[CH:29][CH:28]=[CH:27][CH:26]=3)=[C:15]([O:31][CH2:32][CH2:33][CH2:34][O:35][CH3:36])[CH:14]=2)[O:6][C:5]1=[O:44])([CH3:3])[CH3:2].[C:45](OC(=O)C)(=[O:47])[CH3:46], predict the reaction product. The product is: [CH:1]([C@@H:4]1[CH2:8][C@@H:7]([C@@H:9]([N:41]=[N+:42]=[N-:43])[CH2:10][C@@H:11]([CH:38]([CH3:39])[CH3:40])[CH:12]([O:37][C:45](=[O:47])[CH3:46])[C:13]2[CH:18]=[CH:17][C:16]([O:19][CH2:20][CH2:21][CH2:22][O:23][CH2:24][C:25]3[CH:26]=[CH:27][CH:28]=[CH:29][CH:30]=3)=[C:15]([O:31][CH2:32][CH2:33][CH2:34][O:35][CH3:36])[CH:14]=2)[O:6][C:5]1=[O:44])([CH3:2])[CH3:3]. (6) Given the reactants [F:1][C@H:2]1[C@H:8]([NH:9]C(=O)OC(C)(C)C)[CH2:7][CH2:6][C@@H:5]([C:17]2[N:21]([CH3:22])[N:20]=[CH:19][C:18]=2[N+:23]([O-])=O)[O:4][CH2:3]1.[F:26][C:27]1[CH:32]=[C:31]([C:33]2([OH:37])[CH2:36][CH2:35][CH2:34]2)[CH:30]=[C:29]([F:38])[C:28]=1[C:39]1[N:44]=[C:43]([C:45](O)=[O:46])[CH:42]=[CH:41][C:40]=1[F:48], predict the reaction product. The product is: [NH2:9][C@H:8]1[C@H:2]([F:1])[CH2:3][O:4][C@H:5]([C:17]2[N:21]([CH3:22])[N:20]=[CH:19][C:18]=2[NH:23][C:45](=[O:46])[C:43]2[CH:42]=[CH:41][C:40]([F:48])=[C:39]([C:28]3[C:29]([F:38])=[CH:30][C:31]([C:33]4([OH:37])[CH2:34][CH2:35][CH2:36]4)=[CH:32][C:27]=3[F:26])[N:44]=2)[CH2:6][CH2:7]1. (7) Given the reactants [CH3:1][O:2][C:3]1[N:8]=[CH:7][C:6]([C:9](=[O:11])[CH3:10])=[CH:5][CH:4]=1.[BrH:12].BrBr, predict the reaction product. The product is: [BrH:12].[Br:12][CH2:10][C:9]([C:6]1[CH:7]=[N:8][C:3]([O:2][CH3:1])=[CH:4][CH:5]=1)=[O:11]. (8) Given the reactants [N+:1]([C:4]1[CH:9]=[CH:8][N+:7]([O-])=[C:6]([NH:11][CH2:12][CH2:13][N:14]2[CH2:18][CH2:17][CH2:16][CH2:15]2)[CH:5]=1)([O-])=O.[H][H], predict the reaction product. The product is: [N:14]1([CH2:13][CH2:12][NH:11][C:6]2[CH:5]=[C:4]([NH2:1])[CH:9]=[CH:8][N:7]=2)[CH2:18][CH2:17][CH2:16][CH2:15]1. (9) Given the reactants C([N:8]1[CH2:13][CH2:12][C:11]([C:21]2[CH:26]=[CH:25][CH:24]=[CH:23][CH:22]=2)([CH2:14][N:15]2[CH2:20][CH2:19][CH2:18][CH2:17][CH2:16]2)[CH2:10][CH2:9]1)C1C=CC=CC=1, predict the reaction product. The product is: [C:21]1([C:11]2([CH2:14][N:15]3[CH2:20][CH2:19][CH2:18][CH2:17][CH2:16]3)[CH2:10][CH2:9][NH:8][CH2:13][CH2:12]2)[CH:26]=[CH:25][CH:24]=[CH:23][CH:22]=1. (10) Given the reactants Br[C:2]1[CH:3]=[CH:4][C:5]2[CH:9]=[CH:8][S:7][C:6]=2[CH:10]=1.[CH:11]([B-](F)(F)F)=[CH2:12].[K+].C([O-])([O-])=O.[Cs+].[Cs+].C1C=CC(P(C2C=CC=CC=2)C2C=CC=CC=2)=CC=1.[NH4+].[Cl-], predict the reaction product. The product is: [CH:11]([C:2]1[CH:3]=[CH:4][C:5]2[CH:9]=[CH:8][S:7][C:6]=2[CH:10]=1)=[CH2:12].